From a dataset of Reaction yield outcomes from USPTO patents with 853,638 reactions. Predict the reaction yield, written as a fraction of the theoretical maximum amount of product (1.0 means a 100% yield; for example, 0.34 means a 34% yield). (1) The reactants are Br[C:2]1[C:10]2[C:5](=[N:6][CH:7]=[C:8]([C:11]([O:13][CH2:14][CH3:15])=[O:12])[CH:9]=2)[O:4][CH:3]=1.[CH3:16][S:17][C:18]1[CH:23]=[CH:22][C:21](B(O)O)=[CH:20][CH:19]=1. No catalyst specified. The product is [CH3:16][S:17][C:18]1[CH:23]=[CH:22][C:21]([C:2]2[C:10]3[C:5](=[N:6][CH:7]=[C:8]([C:11]([O:13][CH2:14][CH3:15])=[O:12])[CH:9]=3)[O:4][CH:3]=2)=[CH:20][CH:19]=1. The yield is 0.950. (2) The reactants are [Cl:1][C:2]1[C:7]([C:8]2[C:12]([C:13](OC)=[O:14])=[C:11]([CH:17]([CH3:19])[CH3:18])[O:10][N:9]=2)=[C:6]([Cl:20])[CH:5]=[CH:4][N:3]=1.[H-].C([Al+]C(C)C)(C)C.C1(C)C=CC=CC=1.[C@H](O)(C([O-])=O)[C@@H](O)C([O-])=O.[Na+].[K+]. The catalyst is C1COCC1. The product is [Cl:1][C:2]1[C:7]([C:8]2[C:12]([CH2:13][OH:14])=[C:11]([CH:17]([CH3:18])[CH3:19])[O:10][N:9]=2)=[C:6]([Cl:20])[CH:5]=[CH:4][N:3]=1. The yield is 0.940.